This data is from Catalyst prediction with 721,799 reactions and 888 catalyst types from USPTO. The task is: Predict which catalyst facilitates the given reaction. (1) Reactant: [NH2:1][C:2]1[N:10]=[CH:9][CH:8]=[CH:7][C:3]=1[C:4]([OH:6])=O.ON1C2C=CC=CC=2N=N1.CCN=C=NCCCN(C)C.[CH2:32]([C:34]1[CH:48]=[CH:47][C:37]([O:38][C:39]2[CH:40]=[C:41]([CH:44]=[CH:45][CH:46]=2)[CH2:42][NH2:43])=[CH:36][CH:35]=1)[CH3:33].C(=O)(O)[O-].[Na+]. Product: [CH2:32]([C:34]1[CH:48]=[CH:47][C:37]([O:38][C:39]2[CH:40]=[C:41]([CH2:42][NH:43][C:4](=[O:6])[C:3]3[CH:7]=[CH:8][CH:9]=[N:10][C:2]=3[NH2:1])[CH:44]=[CH:45][CH:46]=2)=[CH:36][CH:35]=1)[CH3:33]. The catalyst class is: 3. (2) Reactant: [Cl:1][C:2]1[CH:7]=[CH:6][CH:5]=[CH:4][C:3]=1[CH2:8][C:9]([NH:11][NH2:12])=O.[CH3:13][C:14]1[CH:19]=[CH:18][CH:17]=[CH:16][C:15]=1[N:20]=[C:21]=[S:22]. Product: [Cl:1][C:2]1[CH:7]=[CH:6][CH:5]=[CH:4][C:3]=1[CH2:8][C:9]1[N:20]([C:15]2[CH:16]=[CH:17][CH:18]=[CH:19][C:14]=2[CH3:13])[C:21](=[S:22])[NH:12][N:11]=1. The catalyst class is: 32.